Task: Predict the product of the given reaction.. Dataset: Forward reaction prediction with 1.9M reactions from USPTO patents (1976-2016) (1) Given the reactants [C:1]([CH2:8][N:9]1[CH2:22][CH2:21][CH2:20][N:19]2[CH2:23][CH:24]([CH2:26][C:27]3[CH:32]=[CH:31][C:30]([N+:33]([O-])=O)=[CH:29][CH:28]=3)[CH2:25][N:12]([CH2:13][CH2:14][CH2:15][N:16]([CH2:36][C:37]([O:39][C:40]([CH3:43])([CH3:42])[CH3:41])=[O:38])[CH2:17][CH2:18]2)[CH2:11][CH2:10]1)([O:3][C:4]([CH3:7])([CH3:6])[CH3:5])=[O:2], predict the reaction product. The product is: [C:37]([CH2:36][N:16]1[CH2:15][CH2:14][CH2:13][N:12]2[CH2:25][CH:24]([CH2:26][C:27]3[CH:32]=[CH:31][C:30]([NH2:33])=[CH:29][CH:28]=3)[CH2:23][N:19]([CH2:20][CH2:21][CH2:22][N:9]([CH2:8][C:1]([O:3][C:4]([CH3:7])([CH3:6])[CH3:5])=[O:2])[CH2:10][CH2:11]2)[CH2:18][CH2:17]1)([O:39][C:40]([CH3:42])([CH3:41])[CH3:43])=[O:38]. (2) Given the reactants [Br:1][C:2]1[CH:10]=[C:9]2[C:5]([CH2:6][CH2:7][C:8]2=[O:11])=[CH:4][CH:3]=1.[BH4-].[Na+], predict the reaction product. The product is: [Br:1][C:2]1[CH:10]=[C:9]2[C:5]([CH2:6][CH2:7][CH:8]2[OH:11])=[CH:4][CH:3]=1.